Dataset: Forward reaction prediction with 1.9M reactions from USPTO patents (1976-2016). Task: Predict the product of the given reaction. (1) Given the reactants Br[C:2]1[C:10]2[C:5](=[N:6][C:7]([CH3:12])=[CH:8][C:9]=2[CH3:11])[S:4][C:3]=1[C:13]#[N:14].[NH2:15][NH2:16], predict the reaction product. The product is: [CH3:12][C:7]1[N:6]=[C:5]2[S:4][C:3]3[C:13]([NH2:14])=[N:16][NH:15][C:2]=3[C:10]2=[C:9]([CH3:11])[CH:8]=1. (2) The product is: [C:94]([C:92]1[S:91][C:90]([S:104][CH3:105])=[C:89]([S:86]([C:82]2[CH:81]=[C:80]([C:74]3[C:75]([CH3:79])=[CH:76][CH:77]=[CH:78][C:73]=3[NH:72][CH2:71][C:70]([OH:106])=[O:69])[CH:85]=[CH:84][CH:83]=2)(=[O:88])=[O:87])[CH:93]=1)(=[NH:95])[NH2:96]. Given the reactants C(OC(=O)NC(C1SC(SC)=C(S(C2C=C(C3C(C)=CC=CC=3N)C=CC=2)(=O)=O)C=1)=N)(C)(C)C.BrCC(OC(C)(C)C)=O.C(=O)([O-])[O-].[K+].[K+].N1C(C)=CC=CC=1C.CCN(CC)CC.C([O:69][C:70](=[O:106])[CH2:71][NH:72][C:73]1[CH:78]=[CH:77][CH:76]=[C:75]([CH3:79])[C:74]=1[C:80]1[CH:85]=[CH:84][CH:83]=[C:82]([S:86]([C:89]2[CH:93]=[C:92]([C:94]([NH:96]C(OC(C)(C)C)=O)=[NH:95])[S:91][C:90]=2[S:104][CH3:105])(=[O:88])=[O:87])[CH:81]=1)(C)(C)C, predict the reaction product. (3) Given the reactants [C:1]1([C:25]2[CH:30]=[CH:29][CH:28]=[CH:27][CH:26]=2)[CH:6]=[CH:5][C:4]([NH:7][C:8](=[O:24])[C:9]2[CH:14]=[CH:13][C:12]([C:15]([F:18])([F:17])[F:16])=[C:11]([NH:19][C:20](=[O:23])[CH2:21]Cl)[CH:10]=2)=[CH:3][CH:2]=1.C(N(CC)CC)C.Cl.[CH:39]12[O:46][CH:43]([CH2:44][CH2:45]1)[CH2:42][NH:41][CH2:40]2.[I-].[K+], predict the reaction product. The product is: [C:1]1([C:25]2[CH:30]=[CH:29][CH:28]=[CH:27][CH:26]=2)[CH:6]=[CH:5][C:4]([NH:7][C:8](=[O:24])[C:9]2[CH:14]=[CH:13][C:12]([C:15]([F:18])([F:17])[F:16])=[C:11]([NH:19][C:20](=[O:23])[CH2:21][N:41]3[CH2:40][CH:39]4[O:46][CH:43]([CH2:44][CH2:45]4)[CH2:42]3)[CH:10]=2)=[CH:3][CH:2]=1. (4) Given the reactants [H-].[Al+3].[Li+].[H-].[H-].[H-].[N:7]1([CH2:12][CH2:13][C:14](OC)=[O:15])[CH:11]=[CH:10][N:9]=[CH:8]1, predict the reaction product. The product is: [N:7]1([CH2:12][CH2:13][CH2:14][OH:15])[CH:11]=[CH:10][N:9]=[CH:8]1. (5) Given the reactants [C:1]([CH2:4][C:5]1[CH:6]=[C:7]([CH2:11][C:12](O)=[O:13])[CH:8]=[CH:9][CH:10]=1)(O)=[O:2].CSC.B, predict the reaction product. The product is: [OH:2][CH2:1][CH2:4][C:5]1[CH:6]=[C:7]([CH2:11][CH2:12][OH:13])[CH:8]=[CH:9][CH:10]=1. (6) Given the reactants [OH:1][C:2]1[CH:3]=[C:4]([CH:8]2[CH2:13][N:12]3[N:14]=[C:15]([C:19]4[CH:24]=[CH:23][C:22]([O:25][C:26]5[CH:31]=[CH:30][CH:29]=[CH:28][CH:27]=5)=[CH:21][CH:20]=4)[C:16]([C:17]#[N:18])=[C:11]3[NH:10][CH2:9]2)[CH:5]=[CH:6][CH:7]=1.ClCCC(NC1C=C(C2N3N=C(C4C=CC(OC5C=CC=CC=5)=CC=4)C(C(N)=O)=C3NCC2)C=CC=1)=[O:36], predict the reaction product. The product is: [OH:1][C:2]1[CH:3]=[C:4]([CH:8]2[CH2:13][N:12]3[N:14]=[C:15]([C:19]4[CH:24]=[CH:23][C:22]([O:25][C:26]5[CH:27]=[CH:28][CH:29]=[CH:30][CH:31]=5)=[CH:21][CH:20]=4)[C:16]([C:17]([NH2:18])=[O:36])=[C:11]3[NH:10][CH2:9]2)[CH:5]=[CH:6][CH:7]=1.